From a dataset of Choline transporter screen with 302,306 compounds. Binary Classification. Given a drug SMILES string, predict its activity (active/inactive) in a high-throughput screening assay against a specified biological target. (1) The molecule is s1c2c(nc(SC)nc2NC)cc1. The result is 1 (active). (2) The compound is O1CCN(CC1)c1ccc(NC(=O)COC(=O)Cc2ccc(OC)cc2)cc1. The result is 0 (inactive). (3) The compound is S1\C(C(=O)N(c2ccc(C(C)C)cc2)C1=S)=C/N(C)C. The result is 0 (inactive).